Dataset: Forward reaction prediction with 1.9M reactions from USPTO patents (1976-2016). Task: Predict the product of the given reaction. (1) Given the reactants IC.[Cl:3][C:4]1[N:12]=[C:11]2[C:7]([NH:8][C:9](=[O:18])[N:10]2[CH:13]2[CH2:17][CH2:16][CH2:15][CH2:14]2)=[CH:6][N:5]=1.[H-].[Na+].[CH3:21]CCC(C)C, predict the reaction product. The product is: [Cl:3][C:4]1[N:12]=[C:11]2[C:7]([N:8]([CH3:21])[C:9](=[O:18])[N:10]2[CH:13]2[CH2:17][CH2:16][CH2:15][CH2:14]2)=[CH:6][N:5]=1. (2) Given the reactants [Cl:1][C:2]1[C:7]([CH3:8])=[C:6]([N:9]2[CH:13]=[N:12][N:11]=[CH:10]2)[C:5]([C:14]2[CH:19]=[CH:18][CH:17]=[C:16]([F:20])[CH:15]=2)=[C:4]([C:21](=O)[CH3:22])[CH:3]=1.C([O-])(=O)C.[NH4+].C([BH3-])#[N:30].[Na+], predict the reaction product. The product is: [Cl:1][C:2]1[C:7]([CH3:8])=[C:6]([N:9]2[CH:13]=[N:12][N:11]=[CH:10]2)[C:5]([C:14]2[CH:19]=[CH:18][CH:17]=[C:16]([F:20])[CH:15]=2)=[C:4]([CH:21]([NH2:30])[CH3:22])[CH:3]=1. (3) The product is: [F:42][C:27]([F:26])([F:41])[C:28]1[CH:32]=[C:31]([C:33]([F:36])([F:34])[F:35])[N:30]([CH2:37][C:38]([N:23]2[CH2:24][CH2:25][CH:20]([C:18]3[N:19]=[C:15]([C:7]4[CH:8]=[C:9]([C:11]([CH3:14])([CH3:13])[CH3:12])[CH:10]=[C:5]([C:1]([CH3:2])([CH3:3])[CH3:4])[CH:6]=4)[S:16][CH:17]=3)[CH2:21][CH2:22]2)=[O:39])[N:29]=1. Given the reactants [C:1]([C:5]1[CH:6]=[C:7]([C:15]2[S:16][CH:17]=[C:18]([CH:20]3[CH2:25][CH2:24][NH:23][CH2:22][CH2:21]3)[N:19]=2)[CH:8]=[C:9]([C:11]([CH3:14])([CH3:13])[CH3:12])[CH:10]=1)([CH3:4])([CH3:3])[CH3:2].[F:26][C:27]([F:42])([F:41])[C:28]1[CH:32]=[C:31]([C:33]([F:36])([F:35])[F:34])[N:30]([CH2:37][C:38](O)=[O:39])[N:29]=1, predict the reaction product.